From a dataset of Peptide-MHC class II binding affinity with 134,281 pairs from IEDB. Regression. Given a peptide amino acid sequence and an MHC pseudo amino acid sequence, predict their binding affinity value. This is MHC class II binding data. The peptide sequence is YTKFLANVSTVLTGK. The MHC is DRB1_0401 with pseudo-sequence DRB1_0401. The binding affinity (normalized) is 0.790.